This data is from Full USPTO retrosynthesis dataset with 1.9M reactions from patents (1976-2016). The task is: Predict the reactants needed to synthesize the given product. (1) Given the product [CH3:23][C:24]1([S:27]([N:30]2[CH2:33][C:32]([CH2:34][C:35]#[N:36])([N:1]3[CH:5]=[C:4]([C:6]4[C:7]5[CH:14]=[CH:13][N:12]([CH2:15][O:16][CH2:17][CH2:18][Si:19]([CH3:22])([CH3:21])[CH3:20])[C:8]=5[N:9]=[CH:10][N:11]=4)[CH:3]=[N:2]3)[CH2:31]2)(=[O:29])=[O:28])[CH2:26][CH2:25]1, predict the reactants needed to synthesize it. The reactants are: [NH:1]1[CH:5]=[C:4]([C:6]2[C:7]3[CH:14]=[CH:13][N:12]([CH2:15][O:16][CH2:17][CH2:18][Si:19]([CH3:22])([CH3:21])[CH3:20])[C:8]=3[N:9]=[CH:10][N:11]=2)[CH:3]=[N:2]1.[CH3:23][C:24]1([S:27]([N:30]2[CH2:33][C:32](=[CH:34][C:35]#[N:36])[CH2:31]2)(=[O:29])=[O:28])[CH2:26][CH2:25]1.N12CCCN=C1CCCCC2. (2) Given the product [CH:8]([C:3]1[CH:4]=[C:5]([C@H:9]([O:11][C:12]([C@@H:14]2[CH2:19][CH2:18][CH2:17][N:16]([C:20](=[O:52])[C@@H:21]([NH:37][C:38](=[O:51])[C@@H:39]([NH:43][C:44](=[O:45])[CH2:75][C@H:74]([O:73][CH3:53])[CH2:82][CH2:78][CH:77]=[CH2:76])[CH:40]([CH3:42])[CH3:41])[CH2:22][C:23]3[CH:28]=[CH:27][CH:26]=[C:25]([O:29][Si:30]([C:33]([CH3:34])([CH3:35])[CH3:36])([CH3:31])[CH3:32])[CH:24]=3)[NH:15]2)=[O:13])[CH3:10])[CH:6]=[CH:2][CH:1]=1)=[CH2:7], predict the reactants needed to synthesize it. The reactants are: [CH:1]([C:3]1[CH:4]=[C:5]([C@H:9]([O:11][C:12]([C@@H:14]2[CH2:19][CH2:18][CH2:17][N:16]([C:20](=[O:52])[C@@H:21]([NH:37][C:38](=[O:51])[C@@H:39]([NH:43][C:44](OC(C)(C)C)=[O:45])[CH:40]([CH3:42])[CH3:41])[CH2:22][C:23]3[CH:28]=[CH:27][CH:26]=[C:25]([O:29][Si:30]([C:33]([CH3:36])([CH3:35])[CH3:34])([CH3:32])[CH3:31])[CH:24]=3)[NH:15]2)=[O:13])[CH3:10])[CH:6]=[CH:7][CH:8]=1)=[CH2:2].[CH:53](N(CC)C(C)C)(C)C.C(N=C=NCCCN(C)C)C.[OH:73][C:74]1[C:82]2N=NN[C:78]=2[CH:77]=[CH:76][CH:75]=1. (3) Given the product [Br:1][C:2]1[CH:3]=[CH:4][C:5]([C:8]2[O:12][N:11]=[C:10]([CH3:13])[C:9]=2[CH:14]([OH:19])[CH2:15][CH2:16]/[CH:17]=[CH:18]/[C:24]2[CH:25]=[CH:26][C:21]([Cl:20])=[C:22]([Cl:28])[CH:23]=2)=[CH:6][CH:7]=1, predict the reactants needed to synthesize it. The reactants are: [Br:1][C:2]1[CH:7]=[CH:6][C:5]([C:8]2[O:12][N:11]=[C:10]([CH3:13])[C:9]=2[CH:14]([OH:19])[CH2:15][CH2:16][CH:17]=[CH2:18])=[CH:4][CH:3]=1.[Cl:20][C:21]1[CH:26]=[CH:25][C:24](I)=[CH:23][C:22]=1[Cl:28]. (4) Given the product [Cl:15][C:10]1[CH:11]=[CH:12][CH:13]=[CH:14][C:9]=1[C:6]1[CH:7]=[CH:8][C:3]([CH:1]=[C:20]2[S:16][C:17](=[O:22])[NH:18][C:19]2=[O:21])=[CH:4][CH:5]=1, predict the reactants needed to synthesize it. The reactants are: [CH:1]([C:3]1[CH:8]=[CH:7][C:6]([C:9]2[CH:14]=[CH:13][CH:12]=[CH:11][C:10]=2[Cl:15])=[CH:5][CH:4]=1)=O.[S:16]1[CH2:20][C:19](=[O:21])[NH:18][C:17]1=[O:22].N1CCCCC1.C(O)(=O)C1C=CC=CC=1.